This data is from Forward reaction prediction with 1.9M reactions from USPTO patents (1976-2016). The task is: Predict the product of the given reaction. (1) Given the reactants C(OC(=N)CO)C.N[CH2:9][CH2:10][CH2:11][CH2:12][CH2:13][CH2:14][CH2:15][CH2:16][CH2:17][CH2:18][CH2:19][CH2:20]N.[OH-].[Na+], predict the reaction product. The product is: [CH3:20][CH2:19][CH2:18][CH2:17][CH2:16][CH2:15][CH2:14][CH2:13][CH2:12][CH2:11][CH2:10][CH3:9]. (2) Given the reactants Br[C:2]1[CH:7]=[CH:6][C:5]([CH:8]([CH2:11][C:12]2[CH:13]=[N:14][CH:15]=[CH:16][CH:17]=2)[C:9]#[N:10])=[C:4]([CH3:18])[CH:3]=1.[CH3:19][O:20][CH2:21][CH2:22][CH2:23][C:24]1[CH:29]=[CH:28][CH:27]=[CH:26][C:25]=1B(O)O.[F-].[Cs+], predict the reaction product. The product is: [CH3:19][O:20][CH2:21][CH2:22][CH2:23][C:24]1[CH:29]=[CH:28][CH:27]=[CH:26][C:25]=1[C:2]1[CH:7]=[CH:6][C:5]([CH:8]([CH2:11][C:12]2[CH:13]=[N:14][CH:15]=[CH:16][CH:17]=2)[C:9]#[N:10])=[C:4]([CH3:18])[CH:3]=1. (3) Given the reactants [CH3:1][O:2][C:3]([C@@H:5]([NH:13][C:14]([C@@H:16]([NH2:21])[CH2:17][C:18]([OH:20])=[O:19])=[O:15])[CH2:6][C:7]1[CH:8]=[CH:9][CH:10]=[CH:11][CH:12]=1)=[O:4].C(O)(=O)C.[CH3:26][C:27]([CH3:32])([CH3:31])[CH2:28][CH:29]=O, predict the reaction product. The product is: [CH3:26][C:27]([CH2:28][CH2:29][NH:21][C@H:16]([C:14]([NH:13][C@H:5]([C:3]([O:2][CH3:1])=[O:4])[CH2:6][C:7]1[CH:12]=[CH:11][CH:10]=[CH:9][CH:8]=1)=[O:15])[CH2:17][C:18]([OH:20])=[O:19])([CH3:32])[CH3:31]. (4) Given the reactants [C:1]([O:5][C:6]([NH:8][CH2:9][CH2:10][N:11]([CH2:29][CH2:30][NH:31][C:32]([O:34][C:35]([CH3:38])([CH3:37])[CH3:36])=[O:33])[C:12]([CH2:14][CH2:15][C@H:16]([NH:21][C:22]([O:24][C:25]([CH3:28])([CH3:27])[CH3:26])=[O:23])[C:17]([O:19]C)=[O:18])=[O:13])=[O:7])([CH3:4])([CH3:3])[CH3:2].[OH-].[Na+], predict the reaction product. The product is: [C:1]([O:5][C:6]([NH:8][CH2:9][CH2:10][N:11]([CH2:29][CH2:30][NH:31][C:32]([O:34][C:35]([CH3:38])([CH3:37])[CH3:36])=[O:33])[C:12](=[O:13])[CH2:14][CH2:15][C@H:16]([NH:21][C:22]([O:24][C:25]([CH3:28])([CH3:26])[CH3:27])=[O:23])[C:17]([OH:19])=[O:18])=[O:7])([CH3:2])([CH3:3])[CH3:4]. (5) The product is: [C:1]([CH:3]([C:4]1[CH:9]=[CH:8][CH:7]=[CH:6][C:5]=1[O:10][CH3:11])[NH:12][C:13]([C@@H:15]1[CH2:20][CH2:19][CH2:18][CH2:17][C@H:16]1[C:21]([N:28]1[CH2:29][CH2:30][N:25]([CH3:24])[CH2:26][CH2:27]1)=[O:23])=[O:14])#[N:2]. Given the reactants [C:1]([CH:3]([NH:12][C:13]([C@@H:15]1[CH2:20][CH2:19][CH2:18][CH2:17][C@H:16]1[C:21]([OH:23])=O)=[O:14])[C:4]1[CH:9]=[CH:8][CH:7]=[CH:6][C:5]=1[O:10][CH3:11])#[N:2].[CH3:24][N:25]1[CH2:30][CH2:29][NH:28][CH2:27][CH2:26]1.C(N(CC)C(C)C)(C)C.ON1C2C=CC=CC=2N=N1.Cl.CN(C)CCCN=C=NCC, predict the reaction product.